This data is from Reaction yield outcomes from USPTO patents with 853,638 reactions. The task is: Predict the reaction yield, written as a fraction of the theoretical maximum amount of product (1.0 means a 100% yield; for example, 0.34 means a 34% yield). (1) The reactants are [Cl:1][C:2]1[C:11]2[C:12]3[C:17]([NH:18][C:10]=2[C:9]2[C:4](=[CH:5][CH:6]=[CH:7][CH:8]=2)[N:3]=1)=[CH:16][CH:15]=[CH:14][CH:13]=3.[NH:19]1C2C(=CC=CC=2)[C:22](=[O:23])[C:20]1=O.NCCO.CO. The catalyst is C(OCCO)C. The product is [ClH:1].[CH:8]1[CH:7]=[CH:6][CH:5]=[C:4]2[C:9]=1[C:10]1[NH:18][C:17]3[C:12](=[CH:13][CH:14]=[CH:15][CH:16]=3)[C:11]=1[C:2]([NH:19][CH2:20][CH2:22][OH:23])=[N:3]2. The yield is 0.610. (2) The reactants are C1(P(C2C=CC=CC=2)C2C=CC=CC=2)C=CC=CC=1.O[CH2:21][CH2:22][CH2:23][C:24]1[CH:29]=[CH:28][N:27]=[CH:26][C:25]=1[C:30]1[NH:31][C:32](=[O:48])[C:33]([C:42]2[S:43][CH:44]=[C:45]([CH3:47])[N:46]=2)=[CH:34][C:35]=1[C:36]1[CH:41]=[CH:40][N:39]=[CH:38][CH:37]=1.N(C(OCC)=O)=NC(OCC)=O.O. The catalyst is C1COCC1. The product is [CH3:47][C:45]1[N:46]=[C:42]([C:33]2[C:32](=[O:48])[N:31]3[CH2:21][CH2:22][CH2:23][C:24]4[CH:29]=[CH:28][N:27]=[CH:26][C:25]=4[C:30]3=[C:35]([C:36]3[CH:41]=[CH:40][N:39]=[CH:38][CH:37]=3)[CH:34]=2)[S:43][CH:44]=1. The yield is 0.840.